This data is from Reaction yield outcomes from USPTO patents with 853,638 reactions. The task is: Predict the reaction yield, written as a fraction of the theoretical maximum amount of product (1.0 means a 100% yield; for example, 0.34 means a 34% yield). (1) The reactants are [C:1]1([C:11]2[CH:16]=[CH:15][CH:14]=[CH:13][CH:12]=2)[CH:6]=[CH:5][C:4]([CH2:7]C(O)=O)=[CH:3][CH:2]=1.[Cl:17][C:18]1[C:23]2[N:24]=[C:25]([CH3:27])[S:26][C:22]=2[CH:21]=[CH:20][C:19]=1[NH2:28].C(N(CC)CC)C.S(Cl)(Cl)=[O:37]. The catalyst is C1COCC1. The product is [Cl:17][C:18]1[C:23]2[N:24]=[C:25]([CH3:27])[S:26][C:22]=2[CH:21]=[CH:20][C:19]=1[NH:28][C:7]([C:4]1[CH:3]=[CH:2][C:1]([C:11]2[CH:12]=[CH:13][CH:14]=[CH:15][CH:16]=2)=[CH:6][CH:5]=1)=[O:37]. The yield is 0.600. (2) The reactants are [CH:1]([C:3]1[N:4]=[CH:5][NH:6][CH:7]=1)=[O:2].C(N(CC)CC)C.[C:15]([O:19][C:20](O[C:20]([O:19][C:15]([CH3:18])([CH3:17])[CH3:16])=[O:21])=[O:21])([CH3:18])([CH3:17])[CH3:16].O. The catalyst is O1CCCC1.CN(C)C1C=CN=CC=1.C(OCC)(=O)C. The product is [CH:1]([C:3]1[N:4]=[CH:5][N:6]([C:20]([O:19][C:15]([CH3:18])([CH3:17])[CH3:16])=[O:21])[CH:7]=1)=[O:2]. The yield is 0.780. (3) The reactants are Cl[C:2]1[C:3](=[O:23])[CH:4]=[C:5](Cl)[C:6](=[O:21])[C:7]=1[C:8]1[C:16]2[C:11](=[CH:12][CH:13]=[CH:14][CH:15]=2)[NH:10][C:9]=1[C:17]1([CH3:20])[CH2:19][CH2:18]1.[OH-:24].[Na+].[OH2:26].OS(O)(=O)=O. The catalyst is CO. The product is [OH:24][C:2]1[C:3](=[O:23])[CH:4]=[C:5]([OH:26])[C:6](=[O:21])[C:7]=1[C:8]1[C:16]2[C:11](=[CH:12][CH:13]=[CH:14][CH:15]=2)[NH:10][C:9]=1[C:17]1([CH3:20])[CH2:19][CH2:18]1. The yield is 0.870. (4) The reactants are [CH2:1]([O:3][C@H:4]1[CH2:8][NH:7][CH2:6][C@H:5]1[NH:9][C:10]1[C:15]([CH2:16][CH3:17])=[N:14][C:13]([C:18]2[C:19]([CH3:26])=[N:20][C:21]([O:24][CH3:25])=[CH:22][CH:23]=2)=[C:12]([CH2:27][CH3:28])[N:11]=1)[CH3:2].Br[C:30]1[N:35]=[CH:34][CH:33]=[CH:32][N:31]=1.[Cl-].C(C1C=CC=C(C(C)C)C=1[N+]1C=CN(C2C(C(C)C)=CC=CC=2C(C)C)C=1)(C)C.CC(C)([O-])C.[K+].C(=O)(O)[O-].[Na+]. The product is [CH2:1]([O:3][C@H:4]1[CH2:8][N:7]([C:30]2[N:35]=[CH:34][CH:33]=[CH:32][N:31]=2)[CH2:6][C@H:5]1[NH:9][C:10]1[C:15]([CH2:16][CH3:17])=[N:14][C:13]([C:18]2[C:19]([CH3:26])=[N:20][C:21]([O:24][CH3:25])=[CH:22][CH:23]=2)=[C:12]([CH2:27][CH3:28])[N:11]=1)[CH3:2]. The catalyst is O1CCOCC1.C1C=CC(/C=C/C(/C=C/C2C=CC=CC=2)=O)=CC=1.C1C=CC(/C=C/C(/C=C/C2C=CC=CC=2)=O)=CC=1.C1C=CC(/C=C/C(/C=C/C2C=CC=CC=2)=O)=CC=1.[Pd].[Pd]. The yield is 0.520. (5) The reactants are [Br:1][C:2]1[C:3]([F:12])=[C:4]2[C:10]([NH2:11])=[CH:9][NH:8][C:5]2=[N:6][CH:7]=1.[O:13]1[CH2:17][CH2:16][CH2:15][CH:14]1[C:18](O)=[O:19].C(N(CC)CC)C.C1N(P(Cl)(N2C(=O)OCC2)=O)C(=O)OC1.[Li+].[OH-]. The catalyst is C(Cl)Cl.O. The product is [Br:1][C:2]1[C:3]([F:12])=[C:4]2[C:10]([NH:11][C:18]([CH:14]3[CH2:15][CH2:16][CH2:17][O:13]3)=[O:19])=[CH:9][NH:8][C:5]2=[N:6][CH:7]=1. The yield is 0.806. (6) The reactants are [C:1]([O:5][C:6](=[O:35])[CH2:7][C@@H:8]([C:20](N1[C@H](C)[C@@H](C2C=CC=CC=2)OC1=O)=[O:21])[CH2:9][C@H:10]([CH3:19])[CH2:11][CH2:12][CH:13]1[CH2:18][CH2:17][CH2:16][CH2:15][CH2:14]1)([CH3:4])([CH3:3])[CH3:2].O.[OH-].[Li+].OO.S([O-])([O-])=[O:42].[Na+].[Na+]. The catalyst is O.C1COCC1. The product is [C:1]([O:5][C:6](=[O:35])[CH2:7][C@H:8]([CH2:9][C@H:10]([CH3:19])[CH2:11][CH2:12][CH:13]1[CH2:14][CH2:15][CH2:16][CH2:17][CH2:18]1)[C:20]([OH:21])=[O:42])([CH3:2])([CH3:3])[CH3:4]. The yield is 0.790. (7) The reactants are [OH:1][C@@H:2]1[CH2:20][CH2:19][C@@:18]2([CH3:21])[C@H:4]([CH2:5][CH2:6][C@@H:7]3[C:17]2=[CH:16][CH2:15][C@@:14]2([CH3:22])[C@H:8]3[CH2:9][CH2:10]/[C:11]/2=[CH:12]/[CH3:13])[CH2:3]1.C(N(CC)CC)C.[C:30](OC(=O)C)(=[O:32])[CH3:31]. The catalyst is C(Cl)Cl.CN(C1C=CN=CC=1)C. The product is [C:30]([O:1][C@@H:2]1[CH2:20][CH2:19][C@@:18]2([CH3:21])[C@H:4]([CH2:5][CH2:6][C@@H:7]3[C:17]2=[CH:16][CH2:15][C@@:14]2([CH3:22])[C@H:8]3[CH2:9][CH2:10]/[C:11]/2=[CH:12]/[CH3:13])[CH2:3]1)(=[O:32])[CH3:31]. The yield is 0.950.